Dataset: Full USPTO retrosynthesis dataset with 1.9M reactions from patents (1976-2016). Task: Predict the reactants needed to synthesize the given product. (1) The reactants are: [CH3:1][O:2][C:3]1[CH:4]=[C:5]([NH:11][C:12]2[N:17]=[C:16]([N:18]3[C:22]([CH3:23])=[CH:21][C:20]([C:24]([F:27])([F:26])[F:25])=[N:19]3)[C:15]([C:28]3[CH:29]=[C:30]([C:36](O)=[O:37])[C:31]([O:34][CH3:35])=[N:32][CH:33]=3)=[CH:14][N:13]=2)[CH:6]=[C:7]([O:9][CH3:10])[CH:8]=1.[CH3:39][C:40]1[C:44]([S:45]([NH2:48])(=[O:47])=[O:46])=[C:43]([CH3:49])[O:42][N:41]=1.C(N(CC)CC)C.[I-].ClC1C=CC=C[N+]=1C. Given the product [CH3:10][O:9][C:7]1[CH:6]=[C:5]([NH:11][C:12]2[N:17]=[C:16]([N:18]3[C:22]([CH3:23])=[CH:21][C:20]([C:24]([F:25])([F:27])[F:26])=[N:19]3)[C:15]([C:28]3[CH:29]=[C:30]([C:36]([NH:48][S:45]([C:44]4[C:40]([CH3:39])=[N:41][O:42][C:43]=4[CH3:49])(=[O:46])=[O:47])=[O:37])[C:31]([O:34][CH3:35])=[N:32][CH:33]=3)=[CH:14][N:13]=2)[CH:4]=[C:3]([O:2][CH3:1])[CH:8]=1, predict the reactants needed to synthesize it. (2) Given the product [CH3:1][N:2]1[C@H:20]([C:23]2[CH:24]=[CH:25][CH:26]=[CH:27][CH:28]=2)[CH:8]=[CH:7][CH2:6][C@@H:5]([NH:9][C:10](=[O:19])[O:11][CH2:12][C:13]2[CH:18]=[CH:17][CH:16]=[CH:15][CH:14]=2)[C:3]1=[O:4].[CH3:1][N:2]1[C@@H:20]([C:23]2[CH:24]=[CH:25][CH:26]=[CH:27][CH:28]=2)[CH:8]=[CH:7][CH2:6][C@@H:5]([NH:9][C:10](=[O:19])[O:11][CH2:12][C:13]2[CH:18]=[CH:17][CH:16]=[CH:15][CH:14]=2)[C:3]1=[O:4], predict the reactants needed to synthesize it. The reactants are: [CH3:1][N:2]([CH:20]([C:23]1[CH:28]=[CH:27][CH:26]=[CH:25][CH:24]=1)C=C)[C:3]([C@H:5]([NH:9][C:10](=[O:19])[O:11][CH2:12][C:13]1[CH:18]=[CH:17][CH:16]=[CH:15][CH:14]=1)[CH2:6][CH:7]=[CH2:8])=[O:4]. (3) Given the product [CH3:15][C:2]1[C:6]([C:7]2[CH:8]=[N:9][CH:10]=[CH:11][CH:12]=2)=[N:5][S:4][N:3]=1, predict the reactants needed to synthesize it. The reactants are: Cl[C:2]1[C:6]([C:7]2[CH:8]=[N:9][CH:10]=[CH:11][CH:12]=2)=[N:5][S:4][N:3]=1.[Cl-].[Na+].[CH3:15][Mg]Cl.[Cl-].[NH4+]. (4) Given the product [Cl:46][C:20]1[C:19]2[N:18]=[C:4]([OH:5])[N:29]([CH2:30][C:31]3[CH:32]=[C:33]([CH:43]=[CH:44][CH:45]=3)[CH2:34][NH:35][C:36](=[O:42])[O:37][C:38]([CH3:40])([CH3:41])[CH3:39])[C:28]=2[C:27]2[CH:26]=[CH:25][CH:24]=[CH:23][C:22]=2[N:21]=1, predict the reactants needed to synthesize it. The reactants are: CN([CH:4]=[O:5])C.C(N1C=CN=C1)(N1C=CN=C1)=O.[NH2:18][C:19]1[C:20]([Cl:46])=[N:21][C:22]2[C:27]([C:28]=1[NH:29][CH2:30][C:31]1[CH:32]=[C:33]([CH:43]=[CH:44][CH:45]=1)[CH2:34][NH:35][C:36](=[O:42])[O:37][C:38]([CH3:41])([CH3:40])[CH3:39])=[CH:26][CH:25]=[CH:24][CH:23]=2. (5) Given the product [NH2:1][C:2]1[C:11]2[CH:10]=[CH:9][CH:8]=[C:7]([C:23]3[CH:24]=[CH:25][CH:26]=[CH:27][C:22]=3[F:21])[C:6]=2[N:5]=[C:4]2[CH2:13][N:14]([CH:17]3[CH2:20][CH2:19][CH2:18]3)[C:15](=[O:16])[C:3]=12, predict the reactants needed to synthesize it. The reactants are: [NH2:1][C:2]1[C:11]2[CH:10]=[CH:9][CH:8]=[C:7](Br)[C:6]=2[N:5]=[C:4]2[CH2:13][N:14]([CH:17]3[CH2:20][CH2:19][CH2:18]3)[C:15](=[O:16])[C:3]=12.[F:21][C:22]1[CH:27]=[CH:26][CH:25]=[CH:24][C:23]=1B(O)O. (6) Given the product [NH2:3][CH2:12][CH2:13][N:14]1[C:23]2[C:18](=[N:19][CH:20]=[C:21]([CH2:24][C:25]3[CH:26]=[CH:27][C:28]([F:31])=[CH:29][CH:30]=3)[CH:22]=2)[C:17]([OH:32])=[C:16]([C:33]([NH:39][CH2:40][CH2:41][O:42][CH2:43][CH2:44][OH:45])=[O:34])[C:15]1=[O:38], predict the reactants needed to synthesize it. The reactants are: O=C1C2C(=CC=CC=2)C(=O)[N:3]1[CH2:12][CH2:13][N:14]1[C:23]2[C:18](=[N:19][CH:20]=[C:21]([CH2:24][C:25]3[CH:30]=[CH:29][C:28]([F:31])=[CH:27][CH:26]=3)[CH:22]=2)[C:17]([OH:32])=[C:16]([C:33](OCC)=[O:34])[C:15]1=[O:38].[NH2:39][CH2:40][CH2:41][O:42][CH2:43][CH2:44][OH:45].NN. (7) Given the product [Cl:1][C:2]1[C:3](/[C:12](=[N:27]\[O:28][CH:29]([CH3:31])[CH3:30])/[CH2:13][NH:14][C:15](=[O:26])[C:16]2[CH:21]=[CH:20][CH:19]=[CH:18][C:17]=2[C:22]([F:24])([F:25])[F:23])=[N:4][CH:5]=[C:6]([C:8]([F:9])([F:11])[F:10])[CH:7]=1, predict the reactants needed to synthesize it. The reactants are: [Cl:1][C:2]1[C:3](/[C:12](=[N:27]/[O:28][CH:29]([CH3:31])[CH3:30])/[CH2:13][NH:14][C:15](=[O:26])[C:16]2[CH:21]=[CH:20][CH:19]=[CH:18][C:17]=2[C:22]([F:25])([F:24])[F:23])=[N:4][CH:5]=[C:6]([C:8]([F:11])([F:10])[F:9])[CH:7]=1. (8) Given the product [C:1]([O:5][C:6]([N:8]1[CH2:13][CH2:12][N:11]([CH2:21][CH2:20][CH:18]([OH:19])[CH2:17][OH:16])[CH2:10][CH2:9]1)=[O:7])([CH3:4])([CH3:2])[CH3:3], predict the reactants needed to synthesize it. The reactants are: [C:1]([O:5][C:6]([N:8]1[CH2:13][CH2:12][NH:11][CH2:10][CH2:9]1)=[O:7])([CH3:4])([CH3:3])[CH3:2].CC1(C)[O:19][CH:18]([CH2:20][CH2:21]OS(C2C=CC(C)=CC=2)(=O)=O)[CH2:17][O:16]1.C(=O)([O-])[O-].[K+].[K+].